Dataset: Full USPTO retrosynthesis dataset with 1.9M reactions from patents (1976-2016). Task: Predict the reactants needed to synthesize the given product. (1) Given the product [CH3:32][O:31][C:23]1[CH:24]=[CH:25][C:26]2[O:27][C:28]3[C:19](=[CH:18][C:17]([C:11]4[CH:12]=[N:7][CH:8]=[N:9][CH:10]=4)=[CH:30][CH:29]=3)[C@:20]3([C@H:36]([CH3:37])[O:35][C:34]([NH2:38])=[N:33]3)[C:21]=2[CH:22]=1, predict the reactants needed to synthesize it. The reactants are: C(=O)([O-])[O-].[Na+].[Na+].[N:7]1[CH:12]=[C:11](B(O)O)[CH:10]=[N:9][CH:8]=1.Br[C:17]1[CH:30]=[CH:29][C:28]2[O:27][C:26]3[C:21](=[CH:22][C:23]([O:31][CH3:32])=[CH:24][CH:25]=3)[C:20]3([CH:36]([CH3:37])[O:35][C:34]([NH2:38])=[N:33]3)[C:19]=2[CH:18]=1.COCCOC. (2) Given the product [CH2:1]([NH:8][C:9]1[N:14]2[N:15]=[CH:16][C:17]([C:18]([NH:42][S:39]([CH3:38])(=[O:41])=[O:40])=[O:20])=[C:13]2[N:12]=[CH:11][C:10]=1[C:21]([N:23]1[CH2:28][CH2:27][C:26]2([C:36]3[C:31](=[CH:32][CH:33]=[CH:34][CH:35]=3)[CH:30]=[CH:29]2)[CH:25]([CH3:37])[CH2:24]1)=[O:22])[C:2]1[CH:3]=[CH:4][CH:5]=[CH:6][CH:7]=1, predict the reactants needed to synthesize it. The reactants are: [CH2:1]([NH:8][C:9]1[N:14]2[N:15]=[CH:16][C:17]([C:18]([OH:20])=O)=[C:13]2[N:12]=[CH:11][C:10]=1[C:21]([N:23]1[CH2:28][CH2:27][C:26]2([C:36]3[C:31](=[CH:32][CH:33]=[CH:34][CH:35]=3)[CH:30]=[CH:29]2)[CH:25]([CH3:37])[CH2:24]1)=[O:22])[C:2]1[CH:7]=[CH:6][CH:5]=[CH:4][CH:3]=1.[CH3:38][S:39]([NH2:42])(=[O:41])=[O:40]. (3) Given the product [CH3:7][O:6][C:4](=[O:5])[C:3]([O:2][CH3:1])=[CH:11][C:10]1[CH:13]=[CH:14][C:15]([O:17][CH2:48][CH2:49][CH2:50][O:51][C:52]2[CH:57]=[CH:56][C:55]([C:58]3[CH:63]=[CH:62][CH:61]=[CH:60][CH:59]=3)=[CH:54][CH:53]=2)=[CH:16][C:9]=1[CH3:8], predict the reactants needed to synthesize it. The reactants are: [CH3:1][O:2][CH2:3][C:4]([O:6][CH3:7])=[O:5].[CH3:8][C:9]1[CH:16]=[C:15]([O:17][Si](C(C)C)(C(C)C)C(C)C)[CH:14]=[CH:13][C:10]=1[CH:11]=O.FC(F)(F)C(OC(=O)C(F)(F)F)=O.N1C=CC=CC=1.Br[CH2:48][CH2:49][CH2:50][O:51][C:52]1[CH:57]=[CH:56][C:55]([C:58]2[CH:63]=[CH:62][CH:61]=[CH:60][CH:59]=2)=[CH:54][CH:53]=1.[I-].[Na+].CC(C)([O-])C.[K+]. (4) Given the product [CH:23]([N:4]([CH:1]([CH3:3])[CH3:2])[CH2:5][CH2:6][C@@H:7]([C:14]1[CH:19]=[C:18]([CH2:20][OH:21])[CH:17]=[CH:16][C:15]=1[OH:22])[C:8]1[CH:13]=[CH:12][CH:11]=[CH:10][CH:9]=1)([CH3:25])[CH3:24], predict the reactants needed to synthesize it. The reactants are: [CH:1]([N:4]([CH:23]([CH3:25])[CH3:24])[CH2:5][CH2:6][C@@H:7]([C:14]1[CH:19]=[C:18]([CH2:20][OH:21])[CH:17]=[CH:16][C:15]=1[OH:22])[C:8]1[CH:13]=[CH:12][CH:11]=[CH:10][CH:9]=1)([CH3:3])[CH3:2].C(O[C@H](C1C=CC=CC=1)C([O-])=O)(=O)C.C(=O)([O-])[O-].[K+].[K+]. (5) Given the product [CH3:1][C:2]1[CH:3]=[C:4]([C:9]2[N:13]([CH3:14])[N:12]=[C:11]([C:15](=[N:17][NH:18][C:19]([C:21]3[CH:22]=[CH:23][C:24]([C:25]([OH:27])=[O:26])=[CH:29][CH:30]=3)=[O:20])[CH3:16])[C:10]=2[OH:31])[CH:5]=[CH:6][C:7]=1[CH3:8], predict the reactants needed to synthesize it. The reactants are: [CH3:1][C:2]1[CH:3]=[C:4]([C:9]2[N:13]([CH3:14])[N:12]=[C:11]([C:15](=[N:17][NH:18][C:19]([C:21]3[CH:30]=[CH:29][C:24]([C:25]([O:27]C)=[O:26])=[CH:23][CH:22]=3)=[O:20])[CH3:16])[C:10]=2[OH:31])[CH:5]=[CH:6][C:7]=1[CH3:8].CO.[OH-].[Na+].Cl. (6) Given the product [CH3:14][O:3][CH2:4][C:5]1[O:6][CH:7]=[C:8]([C:10]([O:12][CH3:13])=[O:11])[N:9]=1, predict the reactants needed to synthesize it. The reactants are: N#N.[OH:3][CH2:4][C:5]1[O:6][CH:7]=[C:8]([C:10]([O:12][CH3:13])=[O:11])[N:9]=1.[CH3:14]I. (7) Given the product [CH3:1][O:2][C:3]1[C:4]([N:29]2[CH2:33][CH2:32][CH2:31][CH2:30]2)=[CH:5][C:6]2[CH2:15][CH:14]([C:16]([CH3:21])([CH3:20])[CH2:17][O:18][CH3:19])[N:13]3[C:8](=[CH:9][C:10](=[O:27])[C:11]([C:22]([OH:24])=[O:23])=[CH:12]3)[C:7]=2[CH:28]=1, predict the reactants needed to synthesize it. The reactants are: [CH3:1][O:2][C:3]1[C:4]([N:29]2[CH2:33][CH2:32][CH2:31][CH2:30]2)=[CH:5][C:6]2[CH2:15][CH:14]([C:16]([CH3:21])([CH3:20])[CH2:17][O:18][CH3:19])[N:13]3[C:8](=[CH:9][C:10](=[O:27])[C:11]([C:22]([O:24]CC)=[O:23])=[CH:12]3)[C:7]=2[CH:28]=1.[OH-].[Na+].Cl.CCOC(C)=O. (8) Given the product [Br:1][C:2]1[CH:3]=[CH:4][C:5]2[O:14][C:13]3[C:12](=[O:15])[NH:11][C:10]([CH2:16][N:17]4[CH2:21][CH2:20][CH:19]([C:22]([NH2:27])=[O:23])[CH2:18]4)=[N:9][C:8]=3[C:6]=2[CH:7]=1, predict the reactants needed to synthesize it. The reactants are: [Br:1][C:2]1[CH:3]=[CH:4][C:5]2[O:14][C:13]3[C:12](=[O:15])[NH:11][C:10]([CH2:16][N:17]4[CH2:21][CH2:20][CH:19]([C:22](OCC)=[O:23])[CH2:18]4)=[N:9][C:8]=3[C:6]=2[CH:7]=1.[NH3:27]. (9) Given the product [NH:13]1[C:14]2[CH:19]=[CH:18][CH:17]=[CH:16][C:15]=2[N:20]=[C:11]1[C:5]1[C:4]2[C:8](=[CH:9][CH:10]=[C:2]([I:1])[CH:3]=2)[NH:7][N:6]=1, predict the reactants needed to synthesize it. The reactants are: [I:1][C:2]1[CH:3]=[C:4]2[C:8](=[CH:9][CH:10]=1)[NH:7][N:6]=[C:5]2[CH:11]=O.[NH2:13][C:14]1[CH:19]=[CH:18][CH:17]=[CH:16][C:15]=1[NH2:20].